This data is from NCI-60 drug combinations with 297,098 pairs across 59 cell lines. The task is: Regression. Given two drug SMILES strings and cell line genomic features, predict the synergy score measuring deviation from expected non-interaction effect. (1) Drug 1: CS(=O)(=O)C1=CC(=C(C=C1)C(=O)NC2=CC(=C(C=C2)Cl)C3=CC=CC=N3)Cl. Drug 2: C1=C(C(=O)NC(=O)N1)N(CCCl)CCCl. Cell line: MCF7. Synergy scores: CSS=29.4, Synergy_ZIP=0.692, Synergy_Bliss=3.80, Synergy_Loewe=-3.55, Synergy_HSA=5.30. (2) Drug 1: CCN(CC)CCCC(C)NC1=C2C=C(C=CC2=NC3=C1C=CC(=C3)Cl)OC. Drug 2: N.N.Cl[Pt+2]Cl. Cell line: SK-MEL-2. Synergy scores: CSS=47.1, Synergy_ZIP=-2.11, Synergy_Bliss=-2.15, Synergy_Loewe=-8.17, Synergy_HSA=-1.99. (3) Drug 1: CC1=C2C(C(=O)C3(C(CC4C(C3C(C(C2(C)C)(CC1OC(=O)C(C(C5=CC=CC=C5)NC(=O)C6=CC=CC=C6)O)O)OC(=O)C7=CC=CC=C7)(CO4)OC(=O)C)O)C)OC(=O)C. Drug 2: CC(C)CN1C=NC2=C1C3=CC=CC=C3N=C2N. Cell line: HCT-15. Synergy scores: CSS=18.7, Synergy_ZIP=-8.07, Synergy_Bliss=-6.56, Synergy_Loewe=-6.15, Synergy_HSA=-5.20. (4) Drug 1: CCC1(CC2CC(C3=C(CCN(C2)C1)C4=CC=CC=C4N3)(C5=C(C=C6C(=C5)C78CCN9C7C(C=CC9)(C(C(C8N6C=O)(C(=O)OC)O)OC(=O)C)CC)OC)C(=O)OC)O.OS(=O)(=O)O. Drug 2: C1CC(=O)NC(=O)C1N2C(=O)C3=CC=CC=C3C2=O. Cell line: SNB-75. Synergy scores: CSS=2.15, Synergy_ZIP=0.751, Synergy_Bliss=-0.0994, Synergy_Loewe=-6.09, Synergy_HSA=-0.993. (5) Drug 2: C(CC(=O)O)C(=O)CN.Cl. Drug 1: CC1=C(C=C(C=C1)C(=O)NC2=CC(=CC(=C2)C(F)(F)F)N3C=C(N=C3)C)NC4=NC=CC(=N4)C5=CN=CC=C5. Cell line: MCF7. Synergy scores: CSS=-1.84, Synergy_ZIP=0.499, Synergy_Bliss=-0.212, Synergy_Loewe=-3.10, Synergy_HSA=-3.05. (6) Synergy scores: CSS=5.02, Synergy_ZIP=-0.837, Synergy_Bliss=3.13, Synergy_Loewe=-5.54, Synergy_HSA=1.20. Drug 1: CCC1=C2CN3C(=CC4=C(C3=O)COC(=O)C4(CC)O)C2=NC5=C1C=C(C=C5)O. Drug 2: CN1C2=C(C=C(C=C2)N(CCCl)CCCl)N=C1CCCC(=O)O.Cl. Cell line: PC-3.